This data is from Drug-target binding data from BindingDB using IC50 measurements. The task is: Regression. Given a target protein amino acid sequence and a drug SMILES string, predict the binding affinity score between them. We predict pIC50 (pIC50 = -log10(IC50 in M); higher means more potent). Dataset: bindingdb_ic50. (1) The small molecule is COCCOc1ccc(-c2ccc3sc(C(C(=O)NCCS(N)(=O)=O)S(C)(=O)=O)nc3c2)cc1. The target protein (P11150) has sequence MDTSPLCFSILLVLCIFIQSSALGQSLKPEPFGRRAQAVETNKTLHEMKTRFLLFGETNQGCQIRINHPDTLQECGFNSSLPLVMIIHGWSVDGVLENWIWQMVAALKSQPAQPVNVGLVDWITLAHDHYTIAVRNTRLVGKEVAALLRWLEESVQLSRSHVHLIGYSLGAHVSGFAGSSIGGTHKIGRITGLDAAGPLFEGSAPSNRLSPDDANFVDAIHTFTREHMGLSVGIKQPIGHYDFYPNGGSFQPGCHFLELYRHIAQHGFNAITQTIKCSHERSVHLFIDSLLHAGTQSMAYPCGDMNSFSQGLCLSCKKGRCNTLGYHVRQEPRSKSKRLFLVTRAQSPFKVYHYQFKIQFINQTETPIQTTFTMSLLGTKEKMQKIPITLGKGIASNKTYSFLITLDVDIGELIMIKFKWENSAVWANVWDTVQTIIPWSTGPRHSGLVLKTIRVKAGETQQRMTFCSENTDDLLLRPTQEKIFVKCEIKSKTSKRKIR. The pIC50 is 7.8. (2) The small molecule is CNC(=O)c1ccc(Nc2nc(OC3CCCC3)c3c(-c4ccc(O)cc4)c[nH]c3n2)c(OC)c1. The target protein (P49759) has sequence MRHSKRTYCPDWDDKDWDYGKWRSSSSHKRRKRSHSSAQENKRCKYNHSKMCDSHYLESRSINEKDYHSRRYIDEYRNDYTQGCEPGHRQRDHESRYQNHSSKSSGRSGRSSYKSKHRIHHSTSHRRSHGKSHRRKRTRSVEDDEEGHLICQSGDVLSARYEIVDTLGEGAFGKVVECIDHKAGGRHVAVKIVKNVDRYCEAARSEIQVLEHLNTTDPNSTFRCVQMLEWFEHHGHICIVFELLGLSTYDFIKENGFLPFRLDHIRKMAYQICKSVNFLHSNKLTHTDLKPENILFVQSDYTEAYNPKIKRDERTLINPDIKVVDFGSATYDDEHHSTLVSTRHYRAPEVILALGWSQPCDVWSIGCILIEYYLGFTVFPTHDSKEHLAMMERILGPLPKHMIQKTRKRKYFHHDRLDWDEHSSAGRYVSRRCKPLKEFMLSQDVEHERLFDLIQKMLEYDPAKRITLREALKHPFFDLLKKSI. The pIC50 is 5.8. (3) The pIC50 is 5.0. The compound is CS(=O)(=O)c1ccc(-c2cnc(NCc3ccco3)n3cnnc23)cc1. The target protein sequence is QKPRYEIRWRDIESISPDGHEYIYVDPMQLPYDSRWEFPRDGLVLGRVLGSGAFGKVVEGTAYGLSRSQPVMKVAVKMLKPTARSSEKQALMSELKIMTHLGPHLNIVNLLGACTKSGPIYIITEYCFYGDLVNYLHKNRDSFLSHHPEKPKKELDIFGLNPADESTRSYVILSFENNGDYMDMKQADTTQYVPMLERKEVSKYSDIQRSLYDRPASYKKKSMLDSEVKNLLSDDNSEGLTLLDLLSFTYQVARGMEFLASKNCVHRDLAARNVLLAQGKIVKICDFGLARDIMHDSNYVSKGSTFLPVKWMAPESIFDNLYTTLSDVWSYGILLWEIFSLGGTPYPGMMVDSTFYNKIKSGYRMAKPDHATSEVYEIMVKCWNSEPEKRPSFYHLSEIVENLLPGQYKKSYEKIHLDFLKSDHPAVARMRVDSDNAYIGVTYKNEEDKLKDWEGGLDEQRLSADSGYIIPLPDIDPVPEEEDLGKRNRHSSQTSEESAI.... (4) The compound is C[C@H]1C[C@@]2(O[C@H]3C[C@H]4[C@@H]5CC[C@H]6C[C@H](O)CC[C@]6(C)[C@H]5[C@@H](O)C[C@]4(C)[C@H]3[C@@]2(C)O)OC1(C)C. The target protein (Q14240) has sequence MSGGSADYNREHGGPEGMDPDGVIESNWNEIVDNFDDMNLKESLLRGIYAYGFEKPSAIQQRAIIPCIKGYDVIAQAQSGTGKTATFAISILQQLEIEFKETQALVLAPTRELAQQIQKVILALGDYMGATCHACIGGTNVRNEMQKLQAEAPHIVVGTPGRVFDMLNRRYLSPKWIKMFVLDEADEMLSRGFKDQIYEIFQKLNTSIQVVLLSATMPTDVLEVTKKFMRDPIRILVKKEELTLEGIKQFYINVEREEWKLDTLCDLYETLTITQAVIFLNTRRKVDWLTEKMHARDFTVSALHGDMDQKERDVIMREFRSGSSRVLITTDLLARGIDVQQVSLVINYDLPTNRENYIHRIGRGGRFGRKGVAINFVTEEDKRILRDIETFYNTTVEEMPMNVADLI. The pIC50 is 4.7. (5) The drug is O=C(CN1Cc2c(F)cccc2NC1=O)NO. The target protein (P0A6K3) has sequence MSVLQVLHIPDERLRKVAKPVEEVNAEIQRIVDDMFETMYAEEGIGLAATQVDIHQRIIVIDVSENRDERLVLINPELLEKSGETGIEEGCLSIPEQRALVPRAEKVKIRALDRDGKPFELEADGLLAICIQHEMDHLVGKLFMDYLSPLKQQRIRQKVEKLDRLKARA. The pIC50 is 6.1.